Dataset: Reaction yield outcomes from USPTO patents with 853,638 reactions. Task: Predict the reaction yield, written as a fraction of the theoretical maximum amount of product (1.0 means a 100% yield; for example, 0.34 means a 34% yield). (1) The reactants are [Br:1][C:2]1[CH:3]=[C:4]2[C:9](=[CH:10][CH:11]=1)[N:8]=[CH:7][C:6]([N+:12]([O-])=O)=[C:5]2[OH:15].O.NN. The catalyst is [Ni].CO. The product is [NH2:12][C:6]1[CH:7]=[N:8][C:9]2[C:4]([C:5]=1[OH:15])=[CH:3][C:2]([Br:1])=[CH:11][CH:10]=2. The yield is 0.950. (2) The reactants are Br[C:2]1[CH:21]=[CH:20][C:5]([CH2:6][NH:7][C:8](=[O:19])[C:9]2[CH:14]=[CH:13][C:12]([C:15]([CH3:18])([CH3:17])[CH3:16])=[CH:11][CH:10]=2)=[C:4]([F:22])[CH:3]=1.[CH3:23][C:24]1([CH3:40])[C:28]([CH3:30])([CH3:29])[O:27][B:26]([B:26]2[O:27][C:28]([CH3:30])([CH3:29])[C:24]([CH3:40])([CH3:23])[O:25]2)[O:25]1.C([O-])(=O)C.[K+].CN1C(=O)CCC1. The catalyst is CCOC(C)=O.C1C=CC(P(C2C=CC=CC=2)[C-]2C=CC=C2)=CC=1.C1C=CC(P(C2C=CC=CC=2)[C-]2C=CC=C2)=CC=1.Cl[Pd]Cl.[Fe+2].C(Cl)Cl. The product is [C:15]([C:12]1[CH:13]=[CH:14][C:9]([C:8]([NH:7][CH2:6][C:5]2[CH:20]=[CH:21][C:2]([B:26]3[O:27][C:28]([CH3:30])([CH3:29])[C:24]([CH3:40])([CH3:23])[O:25]3)=[CH:3][C:4]=2[F:22])=[O:19])=[CH:10][CH:11]=1)([CH3:18])([CH3:17])[CH3:16]. The yield is 0.800.